From a dataset of Peptide-MHC class I binding affinity with 185,985 pairs from IEDB/IMGT. Regression. Given a peptide amino acid sequence and an MHC pseudo amino acid sequence, predict their binding affinity value. This is MHC class I binding data. (1) The peptide sequence is AYIDNFNKL. The MHC is Patr-A0701 with pseudo-sequence Patr-A0701. The binding affinity (normalized) is 0.915. (2) The peptide sequence is PMMIQTRAA. The MHC is HLA-A02:01 with pseudo-sequence HLA-A02:01. The binding affinity (normalized) is 0.0935. (3) The peptide sequence is SLFNTVATI. The MHC is HLA-A02:02 with pseudo-sequence HLA-A02:02. The binding affinity (normalized) is 0.515. (4) The peptide sequence is IIYERDFSY. The MHC is HLA-A26:03 with pseudo-sequence HLA-A26:03. The binding affinity (normalized) is 0.405.